From a dataset of Peptide-MHC class I binding affinity with 185,985 pairs from IEDB/IMGT. Regression. Given a peptide amino acid sequence and an MHC pseudo amino acid sequence, predict their binding affinity value. This is MHC class I binding data. (1) The peptide sequence is IVDCLTEMY. The MHC is HLA-B07:02 with pseudo-sequence HLA-B07:02. The binding affinity (normalized) is 0.0847. (2) The peptide sequence is LVLQAGFFL. The MHC is HLA-A02:03 with pseudo-sequence HLA-A02:03. The binding affinity (normalized) is 0.390. (3) The peptide sequence is KRWIIMGLNK. The MHC is HLA-A24:02 with pseudo-sequence HLA-A24:02. The binding affinity (normalized) is 0.